From a dataset of Catalyst prediction with 721,799 reactions and 888 catalyst types from USPTO. Predict which catalyst facilitates the given reaction. (1) Reactant: C(OC([N:8]([CH2:39][C:40]([O:42]C(C)(C)C)=[O:41])[C:9]1[CH:14]=[CH:13][CH:12]=[C:11]([CH:15]([CH2:26][C:27]2[CH:32]=[CH:31][CH:30]=[C:29]([CH2:33][CH2:34][CH2:35][CH2:36][CH2:37][CH3:38])[CH:28]=2)[NH:16][S:17]([C:20]2[CH:25]=[CH:24][CH:23]=[CH:22][N:21]=2)(=[O:19])=[O:18])[N:10]=1)=O)(C)(C)C.Cl.O1CCOCC1. Product: [CH2:33]([C:29]1[CH:28]=[C:27]([CH:32]=[CH:31][CH:30]=1)[CH2:26][CH:15]([NH:16][S:17]([C:20]1[CH:25]=[CH:24][CH:23]=[CH:22][N:21]=1)(=[O:19])=[O:18])[C:11]1[N:10]=[C:9]([NH:8][CH2:39][C:40]([OH:42])=[O:41])[CH:14]=[CH:13][CH:12]=1)[CH2:34][CH2:35][CH2:36][CH2:37][CH3:38]. The catalyst class is: 2. (2) Product: [I:15][C:11]1[CH:10]=[C:9]([CH:14]=[CH:13][CH:12]=1)[CH2:8][O:33][C:30]1[CH:31]=[CH:32][C:27]([CH:26]([C:34]2[CH:35]=[CH:36][C:37]([F:40])=[CH:38][CH:39]=2)[CH2:25][C:24]([O:23][CH2:21][CH3:22])=[O:41])=[CH:28][CH:29]=1. Reactant: C([O-])([O-])=O.[Cs+].[Cs+].Br[CH2:8][C:9]1[CH:14]=[CH:13][CH:12]=[C:11]([I:15])[CH:10]=1.CN(C=O)C.[CH2:21]([O:23][C:24](=[O:41])[CH2:25][CH:26]([C:34]1[CH:39]=[CH:38][C:37]([F:40])=[CH:36][CH:35]=1)[C:27]1[CH:32]=[CH:31][C:30]([OH:33])=[CH:29][CH:28]=1)[CH3:22]. The catalyst class is: 13. (3) Reactant: [C:1]([O:5][C:6]([N:8]1[CH2:12][CH2:11][CH2:10][C@@H:9]1[C:13]1[CH:18]=[CH:17][C:16](/[CH:19]=[CH:20]/[C:21]([O:23][CH3:24])=[O:22])=[CH:15][CH:14]=1)=[O:7])([CH3:4])([CH3:3])[CH3:2]. Product: [C:1]([O:5][C:6]([N:8]1[CH2:12][CH2:11][CH2:10][C@@H:9]1[C:13]1[CH:18]=[CH:17][C:16]([CH2:19][CH2:20][C:21]([O:23][CH3:24])=[O:22])=[CH:15][CH:14]=1)=[O:7])([CH3:4])([CH3:3])[CH3:2]. The catalyst class is: 29. (4) Reactant: [C:1]([O:5][C:6]([N:8]1[CH2:12][C@H:11]([CH2:13][C@H:14]([CH2:18][C:19]2[CH:24]=[CH:23][C:22]([O:25][CH3:26])=[C:21]([O:27][CH2:28][CH2:29][CH2:30][O:31][CH3:32])[CH:20]=2)[CH:15]([CH3:17])[CH3:16])[C@@H:10]([CH2:33][NH:34][CH:35]2[CH2:37][CH2:36]2)[CH2:9]1)=[O:7])([CH3:4])([CH3:3])[CH3:2].[C:38]1([CH2:44][C:45](O)=[O:46])[CH:43]=[CH:42][CH:41]=[CH:40][CH:39]=1.O.ON1C2C=CC=CC=2N=N1.Cl.CN(C)CCCN=C=NCC.C(N(CC)CC)C. Product: [C:1]([O:5][C:6]([N:8]1[CH2:12][C@H:11]([CH2:13][C@H:14]([CH2:18][C:19]2[CH:24]=[CH:23][C:22]([O:25][CH3:26])=[C:21]([O:27][CH2:28][CH2:29][CH2:30][O:31][CH3:32])[CH:20]=2)[CH:15]([CH3:16])[CH3:17])[C@@H:10]([CH2:33][N:34]([CH:35]2[CH2:36][CH2:37]2)[C:45](=[O:46])[CH2:44][C:38]2[CH:43]=[CH:42][CH:41]=[CH:40][CH:39]=2)[CH2:9]1)=[O:7])([CH3:3])([CH3:4])[CH3:2]. The catalyst class is: 2. (5) The catalyst class is: 5. Reactant: Cl.[C:2]1([C@@H:8]2[CH2:10][C@H:9]2[NH2:11])[CH:7]=[CH:6][CH:5]=[CH:4][CH:3]=1.[CH:12](=O)[C:13]1[CH:18]=[CH:17][CH:16]=[CH:15][CH:14]=1.C([BH3-])#N.[Na+]. Product: [CH2:12]([NH:11][C@@H:9]1[CH2:10][C@H:8]1[C:2]1[CH:7]=[CH:6][CH:5]=[CH:4][CH:3]=1)[C:13]1[CH:18]=[CH:17][CH:16]=[CH:15][CH:14]=1. (6) Reactant: Cl.[CH:2]1([N:5]([CH:19]2[CH2:24][CH2:23][NH:22][CH2:21][CH2:20]2)[C:6](=[O:18])[C:7]2[CH:12]=[CH:11][C:10]([C:13]3[O:17][CH:16]=[N:15][CH:14]=3)=[CH:9][CH:8]=2)[CH2:4][CH2:3]1.Cl[C:26]1[C:27]([CH3:33])=[N:28][CH:29]=[C:30]([CH3:32])[N:31]=1. Product: [CH:2]1([N:5]([CH:19]2[CH2:24][CH2:23][N:22]([C:29]3[C:30]([CH3:32])=[N:31][CH:26]=[C:27]([CH3:33])[N:28]=3)[CH2:21][CH2:20]2)[C:6](=[O:18])[C:7]2[CH:8]=[CH:9][C:10]([C:13]3[O:17][CH:16]=[N:15][CH:14]=3)=[CH:11][CH:12]=2)[CH2:4][CH2:3]1. The catalyst class is: 60. (7) Reactant: C([N:8](CC1C=CC=CC=1)[CH2:9][CH2:10][O:11][CH:12]([CH2:22][O:23]CC1C=CC=CC=1)[CH2:13][O:14]CC1C=CC=CC=1)C1C=CC=CC=1.C(O)(=O)C.[ClH:42]. Product: [ClH:42].[NH2:8][CH2:9][CH2:10][O:11][CH:12]([CH2:22][OH:23])[CH2:13][OH:14]. The catalyst class is: 50.